From a dataset of Reaction yield outcomes from USPTO patents with 853,638 reactions. Predict the reaction yield, written as a fraction of the theoretical maximum amount of product (1.0 means a 100% yield; for example, 0.34 means a 34% yield). (1) The reactants are C(Cl)(=O)C(Cl)=O.CS(C)=O.[OH:11][CH2:12][CH:13]1[CH2:21][C:20]2[C:15](=[CH:16][CH:17]=[C:18]([O:22][C:23]3[CH:31]=[CH:30][C:26]([C:27]([NH2:29])=[O:28])=[CH:25][N:24]=3)[CH:19]=2)[CH2:14]1.CCN(CC)CC. The catalyst is C(Cl)Cl. The product is [CH:12]([CH:13]1[CH2:21][C:20]2[C:15](=[CH:16][CH:17]=[C:18]([O:22][C:23]3[CH:31]=[CH:30][C:26]([C:27]([NH2:29])=[O:28])=[CH:25][N:24]=3)[CH:19]=2)[CH2:14]1)=[O:11]. The yield is 0.840. (2) The reactants are [F-:1].C([N+](CCCC)(CCCC)CCCC)CCC.CS(O[CH2:24][C@@H:25]1[CH2:29][CH2:28][N:27]([C:30]([O:32][C:33]([CH3:36])([CH3:35])[CH3:34])=[O:31])[CH2:26]1)(=O)=O. No catalyst specified. The product is [F:1][CH2:24][C@@H:25]1[CH2:29][CH2:28][N:27]([C:30]([O:32][C:33]([CH3:36])([CH3:35])[CH3:34])=[O:31])[CH2:26]1. The yield is 0.660. (3) The reactants are [CH2:1]([O:3][C:4]([C:6]1[C:7]2[CH:8]=[CH:9][N:10]([C:15]3[CH:16]=[N:17][CH:18]=[C:19]([C@@H:21]4[CH2:25][CH2:24][CH2:23][N:22]4[C:26](=[O:39])[C@@H:27]([NH:31][C:32](OC(C)(C)C)=[O:33])[CH:28]([CH3:30])[CH3:29])[CH:20]=3)[C:11]=2[CH:12]=[CH:13][CH:14]=1)=[O:5])[CH3:2].C[CH2:41][N:42]([CH:46]([CH3:48])C)[CH:43](C)C.C(N[C@H](C(O)=O)C(C)C)([O:51][C:52]([CH3:55])([CH3:54])[CH3:53])=O.CN(C([O:71]N1N=NC2C=CC=CC1=2)=[N+](C)C)C.F[P-](F)(F)(F)(F)F.C1C=CC2N(O)N=NC=2C=1.C(C)(OC(C)(C)C)=O.N[C@H](C(O)=O)C. The catalyst is C(O)(C(F)(F)F)=O.C(Cl)Cl.CCOC(C)=O.CN(C=O)C. The product is [CH2:1]([O:3][C:4]([C:6]1[C:7]2[CH:8]=[CH:9][N:10]([C:15]3[CH:16]=[N:17][CH:18]=[C:19]([C@@H:21]4[CH2:25][CH2:24][CH2:23][N:22]4[C:26](=[O:39])[C@@H:27]([NH:31][C:32](=[O:33])[C@@H:46]([N:42]([C:43]([O:51][C:52]([CH3:55])([CH3:54])[CH3:53])=[O:71])[CH3:41])[CH3:48])[CH:28]([CH3:29])[CH3:30])[CH:20]=3)[C:11]=2[CH:12]=[CH:13][CH:14]=1)=[O:5])[CH3:2]. The yield is 0.580. (4) The reactants are [Cl:1][C:2]1[CH:7]=[CH:6][CH:5]=[CH:4][C:3]=1[NH:8][C:9](=[O:22])[CH2:10][CH2:11][C:12]1[C:17](Br)=[CH:16][C:15]([O:19][CH3:20])=[CH:14][C:13]=1[Br:21].C(=O)([O-])[O-].[K+].[K+]. The catalyst is CN(C=O)C.[Cu]I. The product is [Br:21][C:13]1[CH:14]=[C:15]([O:19][CH3:20])[CH:16]=[C:17]2[C:12]=1[CH2:11][CH2:10][C:9](=[O:22])[N:8]2[C:3]1[CH:4]=[CH:5][CH:6]=[CH:7][C:2]=1[Cl:1]. The yield is 0.620. (5) The reactants are C(OC(=O)[NH:7][CH2:8][C:9]1[C:14]([C:15]2[CH:20]=[CH:19][C:18]([Cl:21])=[CH:17][C:16]=2[Cl:22])=[CH:13][N:12]2[CH:23]=[CH:24][N:25]=[C:11]2[CH:10]=1)(C)(C)C. The catalyst is C(Cl)Cl.C(O)(C(F)(F)F)=O. The product is [Cl:22][C:16]1[CH:17]=[C:18]([Cl:21])[CH:19]=[CH:20][C:15]=1[C:14]1[C:9]([CH2:8][NH2:7])=[CH:10][C:11]2[N:12]([CH:23]=[CH:24][N:25]=2)[CH:13]=1. The yield is 0.520. (6) The reactants are [CH3:1][O:2][C:3]1[CH:8]=[CH:7][C:6]([NH:9][C:10]2[CH:15]=[CH:14][C:13]([C:16]3[O:17][C:18]4[CH:24]=[CH:23][CH:22]=[CH:21][C:19]=4[N:20]=3)=[CH:12][C:11]=2[N+:25]([O-])=O)=[CH:5][CH:4]=1.[H][H].[C:30](Cl)(=O)[CH3:31].C(=O)([O-])O.[Na+]. The catalyst is [C].[Pd].O1CCCC1. The product is [O:17]1[C:18]2[CH:24]=[CH:23][CH:22]=[CH:21][C:19]=2[N:20]=[C:16]1[C:13]1[CH:14]=[CH:15][C:10]2[N:9]([C:6]3[CH:7]=[CH:8][C:3]([O:2][CH3:1])=[CH:4][CH:5]=3)[C:30]([CH3:31])=[N:25][C:11]=2[CH:12]=1. The yield is 0.320. (7) The reactants are [F:1][C:2]([F:33])([F:32])[C:3]1[CH:4]=[C:5]([CH:29]=[CH:30][CH:31]=1)[CH2:6][NH:7][C:8](=[O:28])[C:9]1[CH:14]=[CH:13][N:12]=[C:11]([C:15]2[CH:20]=[C:19]([N:21]3[CH2:26][CH2:25][CH2:24][CH2:23][CH2:22]3)[CH:18]=[CH:17][C:16]=2[NH2:27])[CH:10]=1.[OH:34][C:35]1[CH:36]=[C:37]([CH:41]=[CH:42][CH:43]=1)[C:38](O)=[O:39].C(N(C(C)C)CC)(C)C.CN(C(ON1N=NC2C=CC=NC1=2)=[N+](C)C)C.F[P-](F)(F)(F)(F)F. The catalyst is CN(C=O)C. The product is [OH:34][C:35]1[CH:36]=[C:37]([CH:41]=[CH:42][CH:43]=1)[C:38]([NH:27][C:16]1[CH:17]=[CH:18][C:19]([N:21]2[CH2:26][CH2:25][CH2:24][CH2:23][CH2:22]2)=[CH:20][C:15]=1[C:11]1[CH:10]=[C:9]([CH:14]=[CH:13][N:12]=1)[C:8]([NH:7][CH2:6][C:5]1[CH:29]=[CH:30][CH:31]=[C:3]([C:2]([F:1])([F:32])[F:33])[CH:4]=1)=[O:28])=[O:39]. The yield is 0.300.